Dataset: Full USPTO retrosynthesis dataset with 1.9M reactions from patents (1976-2016). Task: Predict the reactants needed to synthesize the given product. (1) Given the product [OH:6][C@H:7]1[CH2:15][CH2:14][CH2:13][C@@:12]2([CH3:16])[C@H:8]1[CH2:9][CH2:10][C@@H:11]2[C@H:17]([CH2:26][CH2:27][CH2:28][C:29]([CH3:32])([OH:31])[CH3:30])[CH2:18][CH2:19][C@@H:20]([OH:25])[C:21]([CH3:24])([OH:23])[CH3:22], predict the reactants needed to synthesize it. The reactants are: C([Si](C)(C)[O:6][C@H:7]1[CH2:15][CH2:14][CH2:13][C@@:12]2([CH3:16])[C@H:8]1[CH2:9][CH2:10][C@@H:11]2[C@H:17]([CH2:26][CH2:27][CH2:28][C:29]([CH3:32])([OH:31])[CH3:30])[CH2:18][CH2:19][C@@H:20]([OH:25])[C:21]([CH3:24])([OH:23])[CH3:22])(C)(C)C.F[Si-2](F)(F)(F)(F)F.[H+].[H+].ClCCl.CCCCCC.CO. (2) Given the product [OH:16][C:14]1([CH2:3][C:4]([O:6][CH2:7][CH3:8])=[O:5])[CH:13]=[C:12]([CH3:17])[C:11](=[O:18])[C:10]([CH3:9])=[CH:15]1, predict the reactants needed to synthesize it. The reactants are: Br[Zn][CH2:3][C:4]([O:6][CH2:7][CH3:8])=[O:5].[CH3:9][C:10]1[C:11](=[O:18])[C:12]([CH3:17])=[CH:13][C:14](=[O:16])[CH:15]=1.Cl.C(OCC)(=O)C. (3) Given the product [OH:1][CH2:2][C@@H:3]1[CH2:7][CH2:6][CH2:5][N:4]1[CH:8]1[CH2:13][CH2:12][N:11]([C:14]([C:16]2[N:17]([CH3:33])[C:18]([C:22]3[CH:27]=[CH:26][CH:25]=[C:24]([O:28][C:29]([F:32])([F:31])[F:30])[CH:23]=3)=[N:19][C:20]=2[C:37]2[CH:38]=[CH:39][N:34]=[CH:35][CH:36]=2)=[O:15])[CH2:10][CH2:9]1, predict the reactants needed to synthesize it. The reactants are: [OH:1][CH2:2][C@@H:3]1[CH2:7][CH2:6][CH2:5][N:4]1[CH:8]1[CH2:13][CH2:12][N:11]([C:14]([C:16]2[N:17]([CH3:33])[C:18]([C:22]3[CH:27]=[CH:26][CH:25]=[C:24]([O:28][C:29]([F:32])([F:31])[F:30])[CH:23]=3)=[N:19][C:20]=2I)=[O:15])[CH2:10][CH2:9]1.[N:34]1[CH:39]=[CH:38][C:37](B(O)O)=[CH:36][CH:35]=1. (4) Given the product [OH:18][CH:19]1[CH2:22][N:21]([C:23]2[S:24][CH:25]=[C:26]([C:28](=[O:47])[N:29]([CH3:46])[CH2:30][CH2:31][NH:32][C:33]([O:35][CH2:36][C:37]3[CH:42]=[CH:41][C:40]([N+:43]([O-:45])=[O:44])=[CH:39][CH:38]=3)=[O:34])[N:27]=2)[CH2:20]1, predict the reactants needed to synthesize it. The reactants are: [Si]([O:18][CH:19]1[CH2:22][N:21]([C:23]2[S:24][CH:25]=[C:26]([C:28](=[O:47])[N:29]([CH3:46])[CH2:30][CH2:31][NH:32][C:33]([O:35][CH2:36][C:37]3[CH:42]=[CH:41][C:40]([N+:43]([O-:45])=[O:44])=[CH:39][CH:38]=3)=[O:34])[N:27]=2)[CH2:20]1)(C(C)(C)C)(C1C=CC=CC=1)C1C=CC=CC=1.C(O)(=O)C.[F-].C([N+](CCCC)(CCCC)CCCC)CCC. (5) Given the product [Si:1]([O:8][CH2:9][C:10]1[N:11]([CH3:26])[C:12]2[C:17]([CH:18]=1)=[CH:16][C:15]1[C:19](=[N:32][CH2:31][C:30]3[CH:33]=[CH:34][C:35]([O:37][CH3:38])=[CH:36][C:29]=3[O:28][CH3:27])[CH2:20][CH2:21][CH2:22][CH:23]([CH3:24])[C:14]=1[CH:13]=2)([C:4]([CH3:5])([CH3:6])[CH3:7])([CH3:2])[CH3:3], predict the reactants needed to synthesize it. The reactants are: [Si:1]([O:8][CH2:9][C:10]1[N:11]([CH3:26])[C:12]2[C:17]([CH:18]=1)=[CH:16][C:15]1[C:19](=O)[CH2:20][CH2:21][CH2:22][CH:23]([CH3:24])[C:14]=1[CH:13]=2)([C:4]([CH3:7])([CH3:6])[CH3:5])([CH3:3])[CH3:2].[CH3:27][O:28][C:29]1[CH:36]=[C:35]([O:37][CH3:38])[CH:34]=[CH:33][C:30]=1[CH2:31][NH2:32].CCN(CC)CC. (6) The reactants are: [F:1][C:2]1[CH:7]=[C:6](F)[C:5]([N+:9]([O-])=O)=[CH:4][C:3]=1[S:12]([NH:15][CH3:16])(=[O:14])=[O:13].N1C=CC=CC=1.[CH3:23][S-:24].[Na+].C(Cl)Cl. Given the product [NH2:9][C:5]1[C:6]([S:24][CH3:23])=[CH:7][C:2]([F:1])=[C:3]([S:12]([NH:15][CH3:16])(=[O:14])=[O:13])[CH:4]=1, predict the reactants needed to synthesize it. (7) Given the product [NH2:8][C:9]1[CH:16]=[CH:15][CH:14]=[C:13]([C:17]([F:18])([F:19])[F:20])[C:10]=1[C:11]#[N:12], predict the reactants needed to synthesize it. The reactants are: COC1C=CC(C[NH:8][C:9]2[CH:16]=[CH:15][CH:14]=[C:13]([C:17]([F:20])([F:19])[F:18])[C:10]=2[C:11]#[N:12])=CC=1.FC(F)(F)C(O)=O. (8) Given the product [F:11][C:4]1[CH:5]=[CH:6][C:7]2[C:8](=[O:10])[NH:25][C:23]([CH2:22][O:21][CH2:20][CH2:19][C:14]3[CH:15]=[CH:16][CH:17]=[CH:18][C:13]=3[F:12])=[N:24][C:2]=2[N:3]=1, predict the reactants needed to synthesize it. The reactants are: F[C:2]1[C:7]([C:8]([OH:10])=O)=[CH:6][CH:5]=[C:4]([F:11])[N:3]=1.[F:12][C:13]1[CH:18]=[CH:17][CH:16]=[CH:15][C:14]=1[CH2:19][CH2:20][O:21][CH2:22][C:23]([NH2:25])=[NH:24].